This data is from Full USPTO retrosynthesis dataset with 1.9M reactions from patents (1976-2016). The task is: Predict the reactants needed to synthesize the given product. (1) Given the product [CH:15]([NH:28][C:29](=[O:37])[N:30]([C@@H:31]1[CH2:35][CH2:34][N:33]([CH:2]([C:3]2[CH:8]=[CH:7][CH:6]=[CH:5][CH:4]=2)[C:9]2[CH:14]=[CH:13][CH:12]=[CH:11][CH:10]=2)[CH2:32]1)[CH3:36])([C:16]1[CH:17]=[CH:18][CH:19]=[CH:20][CH:21]=1)[C:22]1[CH:27]=[CH:26][CH:25]=[CH:24][CH:23]=1, predict the reactants needed to synthesize it. The reactants are: Br[CH:2]([C:9]1[CH:14]=[CH:13][CH:12]=[CH:11][CH:10]=1)[C:3]1[CH:8]=[CH:7][CH:6]=[CH:5][CH:4]=1.[CH:15]([NH:28][C:29](=[O:37])[N:30]([CH3:36])[CH:31]1[CH2:35][CH2:34][NH:33][CH2:32]1)([C:22]1[CH:27]=[CH:26][CH:25]=[CH:24][CH:23]=1)[C:16]1[CH:21]=[CH:20][CH:19]=[CH:18][CH:17]=1.C([O-])([O-])=O.[K+].[K+]. (2) Given the product [C:21]([C:18]1[CH:19]=[C:20]2[C:15](=[CH:16][CH:17]=1)[NH:14][C:13](=[O:23])[C:12]2([NH:11][C:2](=[O:3])[O:4][C:5]1[CH:10]=[CH:9][CH:8]=[CH:7][CH:6]=1)[C:24]1[CH:29]=[CH:28][CH:27]=[CH:26][C:25]=1[O:30][CH2:31][CH3:32])#[N:22], predict the reactants needed to synthesize it. The reactants are: Cl[C:2]([O:4][C:5]1[CH:10]=[CH:9][CH:8]=[CH:7][CH:6]=1)=[O:3].[NH2:11][C:12]1([C:24]2[CH:29]=[CH:28][CH:27]=[CH:26][C:25]=2[O:30][CH2:31][CH3:32])[C:20]2[C:15](=[CH:16][CH:17]=[C:18]([C:21]#[N:22])[CH:19]=2)[NH:14][C:13]1=[O:23]. (3) The reactants are: [H-].[Na+].[C:3]([O:9][CH3:10])(=[O:8])[CH2:4][C:5]([CH3:7])=[O:6].O=[C:12]1[NH:17][C:16]2C=[CH:19][C:20]([C:22]#[N:23])=[CH:21][C:15]=2C(=O)O1.O.[CH3:26]C(N(C)C)=O. Given the product [C:22]([C:20]1[CH:19]=[C:7]2[C:16](=[CH:15][CH:21]=1)[NH:17][C:12]([CH3:26])=[C:4]([C:3]([O:9][CH3:10])=[O:8])[CH:5]2[OH:6])#[N:23], predict the reactants needed to synthesize it. (4) Given the product [Br:1][C:2]1[CH:7]=[CH:6][C:5]([CH2:8][CH2:9][CH2:10][N:11]2[CH2:16][CH2:15][N:14]([CH3:17])[CH2:13][CH2:12]2)=[C:4]([Cl:18])[C:3]=1[CH3:19], predict the reactants needed to synthesize it. The reactants are: [Br:1][C:2]1[CH:7]=[CH:6][C:5]([C:8]#[C:9][CH2:10][N:11]2[CH2:16][CH2:15][N:14]([CH3:17])[CH2:13][CH2:12]2)=[C:4]([Cl:18])[C:3]=1[CH3:19].I.[OH-].[Na+]. (5) The reactants are: [CH:1]1([N:7]2[C:13](=[O:14])[C@@H:12]([NH:15]C(=O)OCC3C=CC=CC=3)[C@H:11]([C:26]3[CH:31]=[C:30]([F:32])[CH:29]=[CH:28][C:27]=3[F:33])[S:10][C:9]3[CH:34]=[CH:35][CH:36]=[CH:37][C:8]2=3)[CH2:6][CH2:5][CH2:4][CH:3]=[CH:2]1. Given the product [NH2:15][C@H:12]1[C@H:11]([C:26]2[CH:31]=[C:30]([F:32])[CH:29]=[CH:28][C:27]=2[F:33])[S:10][C:9]2[CH:34]=[CH:35][CH:36]=[CH:37][C:8]=2[N:7]([CH:1]2[CH2:6][CH2:5][CH2:4][CH2:3][CH2:2]2)[C:13]1=[O:14], predict the reactants needed to synthesize it. (6) Given the product [ClH:30].[ClH:33].[CH2:1]([C:3]1[N:4]=[C:5]([CH:17]2[CH2:18][CH2:19][NH:20][CH2:21][CH2:22]2)[N:6]([CH2:8][CH2:9][OH:10])[CH:7]=1)[CH3:2], predict the reactants needed to synthesize it. The reactants are: [CH2:1]([C:3]1[N:4]=[C:5]([CH:17]2[CH2:22][CH2:21][N:20](C(OC(C)(C)C)=O)[CH2:19][CH2:18]2)[N:6]([CH2:8][CH2:9][O:10]C2CCCCO2)[CH:7]=1)[CH3:2].[Cl:30]CCl.[ClH:33]. (7) Given the product [NH2:16]/[C:1](/[CH2:2][CH2:3][CH3:4])=[CH:6]/[C:7]([O:9][CH2:10][CH3:11])=[O:8], predict the reactants needed to synthesize it. The reactants are: [C:1]([CH2:6][C:7]([O:9][CH2:10][CH3:11])=[O:8])(=O)[CH2:2][CH2:3][CH3:4].C([O-])(=O)C.[NH4+:16]. (8) Given the product [C:1]([O:5][C:6](=[O:30])[NH:7][C@@H:8]([CH2:19][C:20]1[C:28]2[C:23](=[CH:24][CH:25]=[C:26]([NH:29][C:32]([CH:40]3[CH:36]4[CH2:35][CH:61]5[CH2:60][C@@H:59]3[CH2:34][CH:39]5[CH2:38][CH2:37]4)=[O:44])[CH:27]=2)[NH:22][CH:21]=1)[C:9]([N:11]1[CH2:15][CH:14]([F:16])[CH2:13][CH:12]1[C:17]#[N:18])=[O:10])([CH3:4])([CH3:2])[CH3:3], predict the reactants needed to synthesize it. The reactants are: [C:1]([O:5][C:6](=[O:30])[NH:7][C@@H:8]([CH2:19][C:20]1[C:28]2[C:23](=[CH:24][CH:25]=[C:26]([NH2:29])[CH:27]=2)[NH:22][CH:21]=1)[C:9]([N:11]1[CH2:15][CH:14]([F:16])[CH2:13][C@H:12]1[C:17]#[N:18])=[O:10])([CH3:4])([CH3:3])[CH3:2].C1[CH:39]2[CH:34]3[CH2:35][C:36](C(O)=O)([CH2:40][CH:32]1C3)[CH2:37][CH2:38]2.[OH:44]N1C2C=CC=CC=2N=N1.C(N=C=N[CH2:59][CH2:60][CH2:61]N(C)C)C.C(N(CC)C(C)C)(C)C.